Predict the reaction yield, written as a fraction of the theoretical maximum amount of product (1.0 means a 100% yield; for example, 0.34 means a 34% yield). From a dataset of Reaction yield outcomes from USPTO patents with 853,638 reactions. (1) The reactants are [CH2:1]([O:4][C:5]1[CH:20]=[CH:19][C:8]([CH2:9][NH:10][CH2:11][CH2:12][CH2:13][CH2:14][CH2:15][C:16]([OH:18])=[O:17])=[CH:7][CH:6]=1)[C:2]#[CH:3].[CH:21]([C:23]1[N:24]([CH2:28][C:29]([O:31][C:32]([CH3:35])([CH3:34])[CH3:33])=[O:30])[CH:25]=[CH:26][N:27]=1)=O.CC(O)=O.[BH-](OC(C)=O)(OC(C)=O)OC(C)=O.[Na+]. The catalyst is ClCCCl.CO.O. The product is [C:32]([O:31][C:29](=[O:30])[CH2:28][N:24]1[CH:25]=[CH:26][N:27]=[C:23]1[CH2:21][N:10]([CH2:9][C:8]1[CH:19]=[CH:20][C:5]([O:4][CH2:1][C:2]#[CH:3])=[CH:6][CH:7]=1)[CH2:11][CH2:12][CH2:13][CH2:14][CH2:15][C:16]([OH:18])=[O:17])([CH3:35])([CH3:34])[CH3:33]. The yield is 0.380. (2) The reactants are [Cl:1][C:2]1[CH:7]=[CH:6][C:5]([C:8](=O)[CH:9]([C:12]2[CH:17]=[CH:16][N:15]=[CH:14][CH:13]=2)[C:10]#[N:11])=[CH:4][CH:3]=1.P(Cl)(Cl)Cl.[NH2:23][NH2:24]. The catalyst is C(#N)C. The product is [NH2:11][C:10]1[NH:24][N:23]=[C:8]([C:5]2[CH:6]=[CH:7][C:2]([Cl:1])=[CH:3][CH:4]=2)[C:9]=1[C:12]1[CH:17]=[CH:16][N:15]=[CH:14][CH:13]=1. The yield is 0.540. (3) The reactants are [C:1]([NH:5][S:6]([C:9]1([CH3:12])[CH2:11][CH2:10]1)(=[O:8])=[O:7])([CH3:4])([CH3:3])[CH3:2].C(Br)[C:14]1[CH:19]=[CH:18][CH:17]=[CH:16][CH:15]=1.CCOC(C)=O. The catalyst is CCCCCC. The product is [C:1]([NH:5][S:6]([C:9]1([CH2:12][C:14]2[CH:19]=[CH:18][CH:17]=[CH:16][CH:15]=2)[CH2:11][CH2:10]1)(=[O:8])=[O:7])([CH3:4])([CH3:2])[CH3:3]. The yield is 0.600. (4) The reactants are [Cl:1][C:2]1[N:7]=[CH:6][C:5]([C@H:8]([OH:11])[CH2:9][OH:10])=[CH:4][C:3]=1[F:12].O.[C:14]1(C)[CH:19]=CC(S(O)(=O)=O)=C[CH:15]=1. The product is [Cl:1][C:2]1[C:3]([F:12])=[CH:4][C:5]([C@H:8]2[CH2:9][O:10][C:14]([CH3:19])([CH3:15])[O:11]2)=[CH:6][N:7]=1. The yield is 0.870. The catalyst is COC(OC)(C)C.